From a dataset of Cav3 T-type calcium channel HTS with 100,875 compounds. Binary Classification. Given a drug SMILES string, predict its activity (active/inactive) in a high-throughput screening assay against a specified biological target. (1) The drug is Clc1ccc(CNC(=O)CN(S(=O)(=O)C)C2CCCCC2)cc1. The result is 0 (inactive). (2) The compound is S(=O)(=O)(C1(CC1)C(=O)Nc1cc(F)ccc1)c1ccc(cc1)C. The result is 0 (inactive). (3) The drug is O=c1nc([nH]c(c1Cc1ccccc1)C)NC(=O)C. The result is 0 (inactive). (4) The compound is Clc1ccc(Cc2n[nH]c(Nc3c(OC)cc(OC)cc3)nc2=O)cc1. The result is 0 (inactive). (5) The drug is S(c1n(c(nn1)COc1c(cccc1)C)CC)CC(=O)Nc1noc(c1)C. The result is 0 (inactive). (6) The molecule is Brc1c(C2NC(=O)N(C(=C2C(OCC=C)=O)C)C)cc2OCOc2c1. The result is 0 (inactive).